Dataset: Catalyst prediction with 721,799 reactions and 888 catalyst types from USPTO. Task: Predict which catalyst facilitates the given reaction. (1) Reactant: [CH3:1][O:2][C:3]1[CH:4]=[CH:5][C:6]2[O:11][CH2:10][C:9](=[O:12])[NH:8][C:7]=2[CH:13]=1.[H-].[Na+].Br[CH2:17][CH2:18][O:19][Si:20]([C:23]([CH3:26])([CH3:25])[CH3:24])([CH3:22])[CH3:21]. Product: [Si:20]([O:19][CH2:18][CH2:17][N:8]1[C:7]2[CH:13]=[C:3]([O:2][CH3:1])[CH:4]=[CH:5][C:6]=2[O:11][CH2:10][C:9]1=[O:12])([C:23]([CH3:26])([CH3:25])[CH3:24])([CH3:22])[CH3:21]. The catalyst class is: 3. (2) Reactant: [CH2:1]([C:8]1[S:12][C:11]([N:13]2[CH2:18][CH2:17][NH:16][CH2:15][CH2:14]2)=[N:10][C:9]=1[C:19]1[CH:24]=[CH:23][C:22]([O:25]C)=[CH:21][CH:20]=1)[C:2]1[CH:7]=[CH:6][CH:5]=[CH:4][CH:3]=1.B(Br)(Br)Br. Product: [CH2:1]([C:8]1[S:12][C:11]([N:13]2[CH2:14][CH2:15][NH:16][CH2:17][CH2:18]2)=[N:10][C:9]=1[C:19]1[CH:20]=[CH:21][C:22]([OH:25])=[CH:23][CH:24]=1)[C:2]1[CH:7]=[CH:6][CH:5]=[CH:4][CH:3]=1. The catalyst class is: 4. (3) Reactant: [CH:1]1([N:6]([CH2:14][C:15]2[CH:20]=[CH:19][CH:18]=[C:17]([O:21][CH2:22][CH:23]3[CH2:25][O:24]3)[CH:16]=2)[C:7](=[O:13])[O:8][C:9]([CH3:12])([CH3:11])[CH3:10])[CH2:5][CH2:4][CH2:3][CH2:2]1.[CH2:26]1[C:34]2[C:29](=[CH:30][CH:31]=[CH:32][CH:33]=2)[CH2:28][NH:27]1. Product: [CH:1]1([N:6]([CH2:14][C:15]2[CH:20]=[CH:19][CH:18]=[C:17]([O:21][CH2:22][CH:23]([OH:24])[CH2:25][N:27]3[CH2:28][C:29]4[C:34](=[CH:33][CH:32]=[CH:31][CH:30]=4)[CH2:26]3)[CH:16]=2)[C:7](=[O:13])[O:8][C:9]([CH3:11])([CH3:10])[CH3:12])[CH2:2][CH2:3][CH2:4][CH2:5]1. The catalyst class is: 14.